This data is from Forward reaction prediction with 1.9M reactions from USPTO patents (1976-2016). The task is: Predict the product of the given reaction. (1) Given the reactants [C:1]([Si:5]([CH3:44])([CH3:43])[O:6][CH2:7][CH2:8][O:9][C:10]1[C:15]([N+:16]([O-])=O)=[C:14]([NH:19][C:20]([C:22]2[N:23]([CH3:32])[N:24]=[C:25]([C:28]([CH3:31])([CH3:30])[CH3:29])[C:26]=2[Cl:27])=O)[CH:13]=[C:12]([C:33]2[CH:38]=[CH:37][CH:36]=[CH:35][C:34]=2[C:39]([F:42])([F:41])[F:40])[N:11]=1)([CH3:4])([CH3:3])[CH3:2].CC(O)=O.CCO, predict the reaction product. The product is: [C:28]([C:25]1[C:26]([Cl:27])=[C:22]([C:20]2[NH:16][C:15]3[C:10]([O:9][CH2:8][CH2:7][O:6][Si:5]([C:1]([CH3:4])([CH3:2])[CH3:3])([CH3:44])[CH3:43])=[N:11][C:12]([C:33]4[CH:38]=[CH:37][CH:36]=[CH:35][C:34]=4[C:39]([F:40])([F:42])[F:41])=[CH:13][C:14]=3[N:19]=2)[N:23]([CH3:32])[N:24]=1)([CH3:29])([CH3:30])[CH3:31]. (2) Given the reactants [Cl-].O[NH3+:3].[C:4](=[O:7])([O-])[OH:5].[Na+].CS(C)=O.[N:13]1([CH2:22][N:23]2[C:28](=[O:29])[C:27]([CH2:30][C:31]3[CH:36]=[CH:35][C:34]([C:37]4[C:38]([C:43]#[N:44])=[CH:39][CH:40]=[CH:41][CH:42]=4)=[CH:33][CH:32]=3)=[C:26]([CH2:45][CH2:46][CH2:47][CH3:48])[N:25]=[C:24]2[CH3:49])[C:17]2[CH:18]=[CH:19][CH:20]=[CH:21][C:16]=2[N:15]=[N:14]1, predict the reaction product. The product is: [N:13]1([CH2:22][N:23]2[C:28](=[O:29])[C:27]([CH2:30][C:31]3[CH:36]=[CH:35][C:34]([C:37]4[CH:42]=[CH:41][CH:40]=[CH:39][C:38]=4[C:43]4[NH:3][C:4](=[O:7])[O:5][N:44]=4)=[CH:33][CH:32]=3)=[C:26]([CH2:45][CH2:46][CH2:47][CH3:48])[N:25]=[C:24]2[CH3:49])[C:17]2[CH:18]=[CH:19][CH:20]=[CH:21][C:16]=2[N:15]=[N:14]1. (3) Given the reactants N1C=CC=CC=1.N1CCCCC1.[C:13](O)(=O)[CH2:14][C:15]([OH:17])=[O:16].[F:20][C:21]1[CH:22]=[C:23]([CH:26]=[CH:27][C:28]=1[F:29])C=O, predict the reaction product. The product is: [F:20][C:21]1[CH:22]=[C:23](/[CH:13]=[CH:14]/[C:15]([OH:17])=[O:16])[CH:26]=[CH:27][C:28]=1[F:29]. (4) The product is: [CH3:23][N:24]1[C:4](=[CH:8][C:9]2[O:13][C:12]([C:14]3[CH:22]=[CH:21][CH:20]=[C:16]([C:17]([N:60]4[CH2:61][CH2:62][CH2:63][N:57]([CH3:56])[CH2:58][CH2:59]4)=[O:19])[CH:15]=3)=[CH:11][CH:10]=2)[C:5](=[O:7])[NH:6][C:2]1=[O:1]. Given the reactants [O:1]=[C:2]1[NH:6][C:5](=[O:7])[C:4](=[CH:8][C:9]2[O:13][C:12]([C:14]3[CH:15]=[C:16]([CH:20]=[CH:21][CH:22]=3)[C:17]([OH:19])=O)=[CH:11][CH:10]=2)S1.[CH3:23][N:24](C(ON1N=NC2C=CC=CC1=2)=[N+](C)C)C.F[P-](F)(F)(F)(F)F.CCN(C(C)C)C(C)C.[CH3:56][N:57]1[CH2:63][CH2:62][CH2:61][NH:60][CH2:59][CH2:58]1, predict the reaction product. (5) Given the reactants [C:1]([N:4]1[CH2:9][CH2:8][CH:7]([C:10]([N:12]([C:32]2[CH:37]=[CH:36][C:35]([Cl:38])=[C:34]([Cl:39])[CH:33]=2)[CH2:13][CH2:14][CH2:15][N:16]2[CH2:21][CH2:20][CH:19]([CH2:22][C:23]3[CH:28]=[CH:27][C:26]([N+:29]([O-])=O)=[CH:25][CH:24]=3)[CH2:18][CH2:17]2)=[O:11])[CH2:6][CH2:5]1)(=[O:3])[CH3:2].O=C1NC(CN2CCNCC2)=CC(=O)N1.[OH-].[Na+].C(OCC)(=O)C, predict the reaction product. The product is: [C:1]([N:4]1[CH2:9][CH2:8][CH:7]([C:10]([N:12]([CH2:13][CH2:14][CH2:15][N:16]2[CH2:17][CH2:18][CH:19]([CH2:22][C:23]3[CH:24]=[CH:25][C:26]([NH2:29])=[CH:27][CH:28]=3)[CH2:20][CH2:21]2)[C:32]2[CH:37]=[CH:36][C:35]([Cl:38])=[C:34]([Cl:39])[CH:33]=2)=[O:11])[CH2:6][CH2:5]1)(=[O:3])[CH3:2]. (6) The product is: [CH2:14]([O:13][C:7]([C:8]1[CH:5]=[CH:4][NH:2][C:9]=1[CH3:11])=[O:12])[CH3:15]. Given the reactants [OH-].[NH4+:2].Cl[CH2:4][CH:5]=O.[C:7]([O:13][CH2:14][CH3:15])(=[O:12])[CH2:8][C:9]([CH3:11])=O, predict the reaction product.